Task: Predict the reaction yield, written as a fraction of the theoretical maximum amount of product (1.0 means a 100% yield; for example, 0.34 means a 34% yield).. Dataset: Reaction yield outcomes from USPTO patents with 853,638 reactions (1) The product is [F:1][C:2]1[CH:3]=[CH:4][C:5]([C:8]2[N:9]=[C:10]3[N:14]([C:15]=2[C:16](=[O:18])[CH3:17])[CH:13]=[CH:12][O:11]3)=[CH:6][CH:7]=1. The yield is 0.860. The reactants are [F:1][C:2]1[CH:7]=[CH:6][C:5]([C:8]2[N:9]=[C:10]3[N:14]([CH:15]=2)[CH:13]=[CH:12][O:11]3)=[CH:4][CH:3]=1.[C:16](OC(=O)C)(=[O:18])[CH3:17]. The catalyst is S(=O)(=O)(O)O. (2) The yield is 0.880. The catalyst is CO.[Cl-].[NH4+]. The reactants are [Cl:1][C:2]1[C:6]2[C:7]3[N:8]([C:11]([CH3:14])=[N:12][N:13]=3)C=[N:10][C:5]=2[S:4][CH:3]=1.CNCCN. The product is [Cl:1][C:2]1[C:6]([C:7]2[NH:13][N:12]=[C:11]([CH3:14])[N:8]=2)=[C:5]([NH2:10])[S:4][CH:3]=1.